From a dataset of Reaction yield outcomes from USPTO patents with 853,638 reactions. Predict the reaction yield, written as a fraction of the theoretical maximum amount of product (1.0 means a 100% yield; for example, 0.34 means a 34% yield). (1) The reactants are C[O:2][C:3](=[O:36])[C:4]1[CH:9]=[CH:8][C:7]([CH2:10][N:11]2[CH2:18][CH:17]3[CH:13]([CH2:14][N:15]([CH2:19][C:20]4[CH:25]=[CH:24][C:23]([O:26][C:27]5[S:28][C:29]6[CH:35]=[CH:34][CH:33]=[CH:32][C:30]=6[N:31]=5)=[CH:22][CH:21]=4)[CH2:16]3)[CH2:12]2)=[CH:6][CH:5]=1.O.[OH-].[K+].Cl. The catalyst is C(O)(C)C.C(Cl)Cl. The product is [S:28]1[C:29]2[CH:35]=[CH:34][CH:33]=[CH:32][C:30]=2[N:31]=[C:27]1[O:26][C:23]1[CH:22]=[CH:21][C:20]([CH2:19][N:15]2[CH2:14][CH:13]3[CH2:12][N:11]([CH2:10][C:7]4[CH:6]=[CH:5][C:4]([C:3]([OH:36])=[O:2])=[CH:9][CH:8]=4)[CH2:18][CH:17]3[CH2:16]2)=[CH:25][CH:24]=1. The yield is 0.560. (2) The reactants are Br[C:2]1[CH:7]=[CH:6][C:5]([O:8][CH2:9][O:10][CH3:11])=[CH:4][C:3]=1[O:12][CH2:13][O:14][CH3:15].CN(C)CCN(C)C.C([Li])CCC.[CH2:29]1[O:39][C:32]2([CH2:37][CH2:36][C:35](=[O:38])[CH2:34][CH2:33]2)[O:31][CH2:30]1.Cl. The catalyst is C1COCC1.C(OCC)(=O)C. The product is [CH3:15][O:14][CH2:13][O:12][C:3]1[CH:4]=[C:5]([O:8][CH2:9][O:10][CH3:11])[CH:6]=[CH:7][C:2]=1[C:35]1([OH:38])[CH2:36][CH2:37][C:32]2([O:39][CH2:29][CH2:30][O:31]2)[CH2:33][CH2:34]1. The yield is 0.560.